Dataset: Forward reaction prediction with 1.9M reactions from USPTO patents (1976-2016). Task: Predict the product of the given reaction. (1) Given the reactants [CH3:1][C:2]1[N:7]=[C:6]2[S:8][C:9]3[CH2:14][CH2:13][CH2:12][CH2:11][C:10]=3[C:5]2=[C:4]([C:15]2[CH:20]=[CH:19][C:18]([CH3:21])=[CH:17][CH:16]=2)[C:3]=1[CH2:22][C:23]([O:25][CH3:26])=[O:24].[Li+].C[Si]([N-][Si](C)(C)C)(C)C.[CH2:37]1[CH2:41]OC[CH2:38]1.ICCC, predict the reaction product. The product is: [CH3:1][C:2]1[N:7]=[C:6]2[S:8][C:9]3[CH2:14][CH2:13][CH2:12][CH2:11][C:10]=3[C:5]2=[C:4]([C:15]2[CH:16]=[CH:17][C:18]([CH3:21])=[CH:19][CH:20]=2)[C:3]=1[CH:22]([CH2:38][CH2:37][CH3:41])[C:23]([O:25][CH3:26])=[O:24]. (2) Given the reactants [C:1]([OH:12])(=[O:11])[CH2:2][CH2:3][CH2:4][CH2:5][CH2:6][CH2:7][CH2:8][CH:9]=[CH2:10].[CH3:13]C1C=CC(S(O)(=O)=O)=CC=1.[K+].[Br-], predict the reaction product. The product is: [CH3:13][O:11][C:1](=[O:12])[CH2:2][CH2:3][CH2:4][CH2:5][CH2:6][CH2:7][CH2:8][CH:9]=[CH2:10]. (3) Given the reactants [F:1][C:2]1[CH:7]=[CH:6][C:5]([F:8])=[CH:4][C:3]=1[C:9]1[CH:14]=[C:13]([N:15]2[C:19]3[CH:20]=[CH:21][C:22]([C:24]4[CH:25]=[N:26][N:27]([CH3:29])[CH:28]=4)=[CH:23][C:18]=3[N:17]=[CH:16]2)[CH:12]=[C:11]([NH2:30])[CH:10]=1.[CH2:31]([S:33](Cl)(=[O:35])=[O:34])[CH3:32], predict the reaction product. The product is: [F:1][C:2]1[CH:7]=[CH:6][C:5]([F:8])=[CH:4][C:3]=1[C:9]1[CH:14]=[C:13]([N:15]2[C:19]3[CH:20]=[CH:21][C:22]([C:24]4[CH:25]=[N:26][N:27]([CH3:29])[CH:28]=4)=[CH:23][C:18]=3[N:17]=[CH:16]2)[CH:12]=[C:11]([NH:30][S:33]([CH2:31][CH3:32])(=[O:35])=[O:34])[CH:10]=1. (4) Given the reactants ClC1C=C2C(=CC=1)[N:7](S(C1C=CC=CC=1)(=O)=O)C(C(OCC)=O)=C2S(Cl)(=O)=O.[Br:29][C:30]1[CH:31]=[C:32]2[C:36](=[CH:37][CH:38]=1)[N:35](S(C1C=CC=CC=1)(=O)=O)[C:34]([C:48]([O:50]CC)=O)=[C:33]2[S:53](Cl)(=[O:55])=[O:54].N1CCOCC1.Cl.[N:64]1([CH2:70][CH2:71][CH2:72][N:73]2[CH2:78][CH2:77][NH:76][CH2:75][C:74]2=[O:79])[CH2:69][CH2:68][O:67][CH2:66][CH2:65]1, predict the reaction product. The product is: [Br:29][C:30]1[CH:31]=[C:32]2[C:36](=[CH:37][CH:38]=1)[NH:35][C:34]([C:48]([NH2:7])=[O:50])=[C:33]2[S:53]([N:76]1[CH2:77][CH2:78][N:73]([CH2:72][CH2:71][CH2:70][N:64]2[CH2:69][CH2:68][O:67][CH2:66][CH2:65]2)[C:74](=[O:79])[CH2:75]1)(=[O:54])=[O:55]. (5) Given the reactants [OH-].[Na+].C[O:4][C:5](=[O:40])[CH2:6][C:7]1[CH:12]=[CH:11][C:10]([C:13]2[CH:18]=[CH:17][C:16]([C:19]([CH2:37][CH3:38])([C:22]3[CH:27]=[CH:26][C:25]([C:28]#[C:29][C:30]4([OH:35])[CH2:34][CH2:33][CH2:32][CH2:31]4)=[C:24]([CH3:36])[CH:23]=3)[CH2:20][CH3:21])=[CH:15][C:14]=2[CH3:39])=[CH:9][CH:8]=1.[Cl-].[NH4+], predict the reaction product. The product is: [CH2:20]([C:19]([C:16]1[CH:17]=[CH:18][C:13]([C:10]2[CH:11]=[CH:12][C:7]([CH2:6][C:5]([OH:40])=[O:4])=[CH:8][CH:9]=2)=[C:14]([CH3:39])[CH:15]=1)([C:22]1[CH:27]=[CH:26][C:25]([C:28]#[C:29][C:30]2([OH:35])[CH2:34][CH2:33][CH2:32][CH2:31]2)=[C:24]([CH3:36])[CH:23]=1)[CH2:37][CH3:38])[CH3:21]. (6) Given the reactants Cl.[CH3:2][NH:3][CH3:4].[NH:5]1[C:13]2[C:8](=[CH:9][N:10]=[CH:11][CH:12]=2)[CH:7]=[CH:6]1.[CH2:14](O)CCC, predict the reaction product. The product is: [CH3:2][N:3]([CH3:14])[CH2:4][C:7]1[C:8]2[CH:9]=[N:10][CH:11]=[CH:12][C:13]=2[NH:5][CH:6]=1. (7) Given the reactants CCCP(=O)=O.[CH3:7][C:8]1[CH:13]=[CH:12][C:11]([NH2:14])=[CH:10][C:9]=1[NH:15][C:16]1[N:21]=[C:20]([C:22]2[CH:23]=[N:24][CH:25]=[CH:26][CH:27]=2)[CH:19]=[CH:18][N:17]=1.[CH3:28][C:29]1[N:37]=[CH:36][CH:35]=[CH:34][C:30]=1[C:31](O)=[O:32].C(N(CC)CC)C.C(=O)([O-])O.[Na+], predict the reaction product. The product is: [CH3:28][C:29]1[N:37]=[CH:36][CH:35]=[CH:34][C:30]=1[C:31]([NH:14][C:11]1[CH:12]=[CH:13][C:8]([CH3:7])=[C:9]([NH:15][C:16]2[N:21]=[C:20]([C:22]3[CH:23]=[N:24][CH:25]=[CH:26][CH:27]=3)[CH:19]=[CH:18][N:17]=2)[CH:10]=1)=[O:32]. (8) The product is: [Cl:1][C:2]1[CH:3]=[CH:4][C:5]([F:25])=[C:6]([CH:24]=1)[O:7][CH2:8][CH2:9][CH2:10][CH2:11][CH:12]([N:19]1[CH:23]=[N:22][CH:21]=[N:20]1)[CH:13]([OH:18])[C:14]([CH3:17])([CH3:15])[CH3:16]. Given the reactants [Cl:1][C:2]1[CH:3]=[CH:4][C:5]([F:25])=[C:6]([CH:24]=1)[O:7][CH2:8][CH2:9][CH2:10][CH2:11][CH:12]([N:19]1[CH:23]=[N:22][CH:21]=[N:20]1)[C:13](=[O:18])[C:14]([CH3:17])([CH3:16])[CH3:15].[BH4-].[Na+].[NH4+].[Cl-], predict the reaction product. (9) Given the reactants [Br:1][C:2]1[CH:3]=[C:4]2[C:9](=[CH:10][CH:11]=1)[CH2:8][CH:7]([NH:12][CH2:13][C:14]1[N:19]=[CH:18][C:17]3[O:20][CH2:21][CH2:22][O:23][C:16]=3[CH:15]=1)[CH2:6][CH2:5]2.C([O-])(O)=O.[Na+].[C:29](O[C:29]([O:31][C:32]([CH3:35])([CH3:34])[CH3:33])=[O:30])([O:31][C:32]([CH3:35])([CH3:34])[CH3:33])=[O:30], predict the reaction product. The product is: [Br:1][C:2]1[CH:3]=[C:4]2[C:9](=[CH:10][CH:11]=1)[CH2:8][CH:7]([N:12]([CH2:13][C:14]1[N:19]=[CH:18][C:17]3[O:20][CH2:21][CH2:22][O:23][C:16]=3[CH:15]=1)[C:29](=[O:30])[O:31][C:32]([CH3:35])([CH3:34])[CH3:33])[CH2:6][CH2:5]2. (10) Given the reactants [F:1][C:2]1[CH:7]=[CH:6][C:5]([CH2:8][C:9]2[CH:18]=[C:17]3[C:12]([C:13]([OH:34])=[C:14]([C:29](OCC)=[O:30])[C:15](=[O:28])[N:16]3[CH2:19][CH2:20][N:21]3[CH2:26][CH2:25][CH2:24][CH2:23][C:22]3=[O:27])=[N:11][CH:10]=2)=[CH:4][CH:3]=1.[NH2:35][CH2:36][CH2:37][OH:38], predict the reaction product. The product is: [F:1][C:2]1[CH:7]=[CH:6][C:5]([CH2:8][C:9]2[CH:18]=[C:17]3[C:12]([C:13]([OH:34])=[C:14]([C:29]([NH:35][CH2:36][CH2:37][OH:38])=[O:30])[C:15](=[O:28])[N:16]3[CH2:19][CH2:20][N:21]3[CH2:26][CH2:25][CH2:24][CH2:23][C:22]3=[O:27])=[N:11][CH:10]=2)=[CH:4][CH:3]=1.